From a dataset of Full USPTO retrosynthesis dataset with 1.9M reactions from patents (1976-2016). Predict the reactants needed to synthesize the given product. (1) Given the product [F:1][C:2]([C:5]1[CH:9]=[C:8]([NH:10][C:18](=[O:19])[O:20][C:21]2[CH:26]=[CH:25][CH:24]=[CH:23][CH:22]=2)[O:7][N:6]=1)([F:4])[CH3:3], predict the reactants needed to synthesize it. The reactants are: [F:1][C:2]([C:5]1[CH:9]=[C:8]([NH2:10])[O:7][N:6]=1)([F:4])[CH3:3].C(=O)([O-])[O-].[K+].[K+].Cl[C:18]([O:20][C:21]1[CH:26]=[CH:25][CH:24]=[CH:23][CH:22]=1)=[O:19]. (2) Given the product [CH2:3]([O:10][C:11]1[CH:12]=[CH:13][C:14]([C@H:17]2[N:20]([C:21]3[CH:26]=[CH:25][C:24]([F:27])=[CH:23][CH:22]=3)[C:19](=[O:28])[C@@H:18]2[CH2:29][CH2:30][C@@H:31]([C:33]2[CH:38]=[CH:37][C:36]([F:39])=[CH:35][CH:34]=2)[OH:32])=[CH:15][CH:16]=1)[C:4]1[CH:5]=[CH:6][CH:7]=[CH:8][CH:9]=1, predict the reactants needed to synthesize it. The reactants are: N#N.[CH2:3]([O:10][C:11]1[CH:16]=[CH:15][C:14]([C@H:17]2[N:20]([C:21]3[CH:26]=[CH:25][C:24]([F:27])=[CH:23][CH:22]=3)[C:19](=[O:28])[C@@H:18]2[CH2:29][CH2:30][C:31]([C:33]2[CH:38]=[CH:37][C:36]([F:39])=[CH:35][CH:34]=2)=[O:32])=[CH:13][CH:12]=1)[C:4]1[CH:9]=[CH:8][CH:7]=[CH:6][CH:5]=1.B1(C)OC(C2C=CC=CC=2)(C2C=CC=CC=2)[C@@H]2N1CCC2.Cl. (3) Given the product [CH2:31]([O:30][CH2:28][C:29]1[N:19]([NH:20][C:38](=[O:37])[O:42][C:1]([CH3:3])([CH3:4])[CH3:5])[C:18]2[C:17]3[CH:16]=[CH:15][CH:14]=[CH:13][C:12]=3[N:11]=[CH:10][C:9]=2[N:8]=1)[CH3:32], predict the reactants needed to synthesize it. The reactants are: [C:1]([C:5](O)=O)([CH3:4])([CH3:3])C.[NH2:8][C:9]1[CH:10]=[N:11][C:12]2[C:17]([C:18]=1[NH:19][NH2:20])=[CH:16][CH:15]=[CH:14][CH:13]=2.C(N(CC)CC)C.[CH2:28]([O:30][CH2:31][C:32](Cl)=O)[CH3:29].CC[O:37][CH2:38]C.CC[OH:42]. (4) The reactants are: [NH2:1][C:2]1[CH:3]=[C:4]([C:8]#[C:9][C:10]2[C:11]([NH:16][C:17]3[CH:22]=[CH:21][C:20]([O:23][CH2:24][C:25]4[CH:30]=[CH:29][CH:28]=[C:27]([F:31])[CH:26]=4)=[C:19]([Cl:32])[CH:18]=3)=[N:12][CH:13]=[N:14][CH:15]=2)[CH:5]=[CH:6][CH:7]=1.[CH3:33][S:34][CH2:35][CH2:36][C:37](Cl)=[O:38]. Given the product [Cl:32][C:19]1[CH:18]=[C:17]([NH:16][C:11]2[C:10]([C:9]#[C:8][C:4]3[CH:3]=[C:2]([NH:1][C:37](=[O:38])[CH2:36][CH2:35][S:34][CH3:33])[CH:7]=[CH:6][CH:5]=3)=[CH:15][N:14]=[CH:13][N:12]=2)[CH:22]=[CH:21][C:20]=1[O:23][CH2:24][C:25]1[CH:30]=[CH:29][CH:28]=[C:27]([F:31])[CH:26]=1, predict the reactants needed to synthesize it. (5) Given the product [C:17]([C:16]1[CH:19]=[CH:20][C:13]([CH2:12][O:11][CH2:10][CH2:9][O:8][CH3:7])=[CH:14][CH:15]=1)#[CH:1], predict the reactants needed to synthesize it. The reactants are: [C:1](=O)([O-])[O-].[K+].[K+].[CH3:7][O:8][CH2:9][CH2:10][O:11][CH2:12][C:13]1[CH:20]=[CH:19][C:16]([CH:17]=O)=[CH:15][CH:14]=1. (6) Given the product [NH2:22][C:18]1[C:17]([C:9]2[N:8]([C:5]3[CH:6]=[CH:7][C:2]([NH:1][C:25]([NH:24][CH3:23])=[O:26])=[CH:3][CH:4]=3)[C:16]3[CH:15]=[CH:14][N:13]=[CH:12][C:11]=3[N:10]=2)=[N:21][O:20][N:19]=1, predict the reactants needed to synthesize it. The reactants are: [NH2:1][C:2]1[CH:7]=[CH:6][C:5]([N:8]2[C:16]3[CH:15]=[CH:14][N:13]=[CH:12][C:11]=3[N:10]=[C:9]2[C:17]2[C:18]([NH2:22])=[N:19][O:20][N:21]=2)=[CH:4][CH:3]=1.[CH3:23][N:24]=[C:25]=[O:26].